Dataset: Reaction yield outcomes from USPTO patents with 853,638 reactions. Task: Predict the reaction yield, written as a fraction of the theoretical maximum amount of product (1.0 means a 100% yield; for example, 0.34 means a 34% yield). (1) The reactants are C(OC(=O)[NH:7][CH:8]1[CH2:13][CH2:12][N:11]([CH2:14][CH:15]([C:18]2[C:19]([F:30])=[CH:20][CH:21]=[C:22]3[C:27]=2[N:26]=[C:25]([O:28][CH3:29])[CH:24]=[CH:23]3)[CH2:16][OH:17])[CH2:10][CH2:9]1)(C)(C)C. The catalyst is C(O)(C(F)(F)F)=O.C(Cl)Cl. The product is [NH2:7][CH:8]1[CH2:13][CH2:12][N:11]([CH2:14][CH:15]([C:18]2[C:19]([F:30])=[CH:20][CH:21]=[C:22]3[C:27]=2[N:26]=[C:25]([O:28][CH3:29])[CH:24]=[CH:23]3)[CH2:16][OH:17])[CH2:10][CH2:9]1. The yield is 1.00. (2) The reactants are Br[C:2]1[C:3]2[N:10]([CH2:11][CH3:12])[C:9]([C:13]3[C:14]([NH2:18])=[N:15][O:16][N:17]=3)=[N:8][C:4]=2[CH:5]=[N:6][CH:7]=1.C1(P(C2C=CC=CC=2)C2C=CC3C(=CC=CC=3)C=2C2C3C(=CC=CC=3)C=CC=2P(C2C=CC=CC=2)C2C=CC=CC=2)C=CC=CC=1.[NH:65]1[CH2:69][CH2:68][CH2:67][CH2:66]1.CC(C)([O-])C.[Na+]. The catalyst is O1CCOCC1.C1(C)C=CC=CC=1.C(OCC)(=O)C.C1C=CC(/C=C/C(/C=C/C2C=CC=CC=2)=O)=CC=1.C1C=CC(/C=C/C(/C=C/C2C=CC=CC=2)=O)=CC=1.C1C=CC(/C=C/C(/C=C/C2C=CC=CC=2)=O)=CC=1.[Pd].[Pd]. The product is [CH2:11]([N:10]1[C:3]2[C:2]([N:65]3[CH2:69][CH2:68][CH2:67][CH2:66]3)=[CH:7][N:6]=[CH:5][C:4]=2[N:8]=[C:9]1[C:13]1[C:14]([NH2:18])=[N:15][O:16][N:17]=1)[CH3:12]. The yield is 0.0800. (3) The reactants are [Br:1][C:2]1[C:7]([CH3:8])=[CH:6][C:5]([O:9]C)=[CH:4][C:3]=1[CH2:11][Br:12].B(Br)(Br)Br.CO. The catalyst is ClCCl. The product is [Br:1][C:2]1[C:7]([CH3:8])=[CH:6][C:5]([OH:9])=[CH:4][C:3]=1[CH2:11][Br:12]. The yield is 0.950. (4) The reactants are [C:1]([C:3]1[C:4]([CH:19]([C:23]2[CH:28]=[CH:27][C:26]([Cl:29])=[C:25]([Cl:30])[CH:24]=2)[CH2:20][CH:21]=C)=[C:5]([C:14]([O:16][CH2:17][CH3:18])=[O:15])[S:6][C:7]=1[N:8]1[CH2:13][CH2:12][O:11][CH2:10][CH2:9]1)#[N:2].I([O-])(=O)(=O)=[O:32].[Na+].N1C(C)=CC=CC=1C. The catalyst is O1CCOCC1.O.[Os](=O)(=O)(=O)=O. The product is [C:1]([C:3]1[C:4]([CH:19]([C:23]2[CH:28]=[CH:27][C:26]([Cl:29])=[C:25]([Cl:30])[CH:24]=2)[CH2:20][CH:21]=[O:32])=[C:5]([C:14]([O:16][CH2:17][CH3:18])=[O:15])[S:6][C:7]=1[N:8]1[CH2:13][CH2:12][O:11][CH2:10][CH2:9]1)#[N:2]. The yield is 0.435. (5) The reactants are [F:1][C:2]([F:12])([F:11])[C:3]1[CH:8]=[CH:7][CH:6]=[CH:5][C:4]=1[Mg]Br.[F:13][CH:14]([F:24])[O:15][C:16]1[CH:23]=[CH:22][C:19]([CH:20]=[O:21])=[CH:18][CH:17]=1.FC(F)(F)C1C=C(Cl)C=CC=1C(O)C1C=CC=CC=1. No catalyst specified. The product is [F:1][C:2]([F:12])([F:11])[C:3]1[CH:8]=[CH:7][CH:6]=[CH:5][C:4]=1[CH:20]([OH:21])[C:19]1[CH:22]=[CH:23][C:16]([O:15][CH:14]([F:13])[F:24])=[CH:17][CH:18]=1. The yield is 0.640.